This data is from Full USPTO retrosynthesis dataset with 1.9M reactions from patents (1976-2016). The task is: Predict the reactants needed to synthesize the given product. (1) Given the product [CH2:11]=[N:4][CH2:3][C:2]([CH3:5])([C:6]1[CH:10]=[CH:9][S:8][CH:7]=1)[CH3:1], predict the reactants needed to synthesize it. The reactants are: [CH3:1][C:2]([C:6]1[CH:10]=[CH:9][S:8][CH:7]=1)([CH3:5])[CH2:3][NH2:4].[CH2:11]=O. (2) Given the product [O-:1][N+:2]1[C:7]2[CH:8]=[CH:9][CH:10]=[CH:11][C:6]=2[N+:5]([O-:12])=[C:4]([CH2:13][CH2:14][CH2:15][N:16]([CH3:21])[CH2:17][CH2:18][CH2:19][NH:20][C:27]([C:29]2[C:42]3[C:33](=[CH:34][C:35]4[C:40]([N:41]=3)=[CH:39][CH:38]=[CH:37][CH:36]=4)[CH:32]=[CH:31][CH:30]=2)=[O:28])[N:3]=1, predict the reactants needed to synthesize it. The reactants are: [O-:1][N+:2]1[C:7]2[CH:8]=[CH:9][CH:10]=[CH:11][C:6]=2[N+:5]([O-:12])=[C:4]([CH2:13][CH2:14][CH2:15][N:16]([CH3:21])[CH2:17][CH2:18][CH2:19][NH2:20])[N:3]=1.N1([C:27]([C:29]2[C:42]3[C:33](=[CH:34][C:35]4[C:40]([N:41]=3)=[CH:39][CH:38]=[CH:37][CH:36]=4)[CH:32]=[CH:31][CH:30]=2)=[O:28])C=CN=C1. (3) Given the product [NH2:1][C:2]1[CH:9]=[C:8]([Cl:10])[CH:7]=[CH:6][C:3]=1[C:18](=[O:17])[CH3:19], predict the reactants needed to synthesize it. The reactants are: [NH2:1][C:2]1[CH:9]=[C:8]([Cl:10])[CH:7]=[CH:6][C:3]=1C#N.C[Mg]Cl.Cl.CC[O:17][CH2:18][CH3:19]. (4) Given the product [CH3:1][C:2]1[C:7]([C:8]#[N:9])=[C:6]([O:15][C:16]2[CH:21]=[CH:20][CH:19]=[CH:18][CH:17]=2)[N:5]=[C:4]([CH3:11])[CH:3]=1, predict the reactants needed to synthesize it. The reactants are: [CH3:1][C:2]1[C:7]([C:8]#[N:9])=[C:6](Cl)[N:5]=[C:4]([CH3:11])[CH:3]=1.O.O.O.[O-:15][C:16]1[CH:21]=[CH:20][CH:19]=[CH:18][CH:17]=1.[Na+]. (5) The reactants are: [CH2:1]([C:3]([C:13]1[CH:18]=[CH:17][C:16]([OH:19])=[C:15]([CH3:20])[CH:14]=1)([C:6]1[CH:7]=[C:8]([CH3:12])[CH:9]=[CH:10][CH:11]=1)[CH2:4][CH3:5])[CH3:2].[O:21](S(C(F)(F)F)(=O)=O)[S:22]([C:25]([F:28])([F:27])[F:26])(=O)=[O:23].CCN(CC)CC.C([O-])(O)=O.[Na+]. Given the product [CH2:1]([C:3]([C:13]1[CH:18]=[CH:17][C:16]([O:19][S:22]([C:25]([F:28])([F:27])[F:26])(=[O:23])=[O:21])=[C:15]([CH3:20])[CH:14]=1)([C:6]1[CH:7]=[C:8]([CH3:12])[CH:9]=[CH:10][CH:11]=1)[CH2:4][CH3:5])[CH3:2], predict the reactants needed to synthesize it. (6) Given the product [C:11]([O:10][CH2:9][CH2:8][S:7][C:1]1[CH:6]=[CH:5][CH:4]=[CH:3][CH:2]=1)(=[O:15])[C:12]([CH3:14])=[CH2:13], predict the reactants needed to synthesize it. The reactants are: [C:1]1([S:7][CH2:8][CH2:9][OH:10])[CH:6]=[CH:5][CH:4]=[CH:3][CH:2]=1.[C:11](OC)(=[O:15])[C:12]([CH3:14])=[CH2:13].CC1C=C(C)C=C(C(C)(C)C)C=1O. (7) Given the product [F:12][C:11]1[CH:10]=[C:9]2[C:4]([CH:5]=[CH:6][CH:7]=[N:8]2)=[CH:3][C:2]=1[C:20]#[N:22], predict the reactants needed to synthesize it. The reactants are: Br[C:2]1[CH:3]=[C:4]2[C:9](=[CH:10][C:11]=1[F:12])[N:8]=[CH:7][CH:6]=[CH:5]2.C(=O)([O-])[O-].[Na+].[Na+].C[C:20]([N:22](C)C)=O. (8) The reactants are: [H-].[Na+].[NH:3]1[C:7]2=[N:8][CH:9]=[CH:10][CH:11]=[C:6]2[CH:5]=[CH:4]1.[CH3:12][Si:13]([CH3:20])([CH3:19])[CH2:14][CH2:15][O:16][CH2:17]Cl.O. Given the product [CH3:12][Si:13]([CH3:20])([CH3:19])[CH2:14][CH2:15][O:16][CH2:17][N:3]1[C:7]2=[N:8][CH:9]=[CH:10][CH:11]=[C:6]2[CH:5]=[CH:4]1, predict the reactants needed to synthesize it. (9) Given the product [O:13]1[CH2:14][C@@H:12]1[CH2:11][O:10][C@@H:8]([C:3]1[CH:4]=[CH:5][CH:6]=[CH:7][C:2]=1/[CH:19]=[CH:18]/[CH2:17][CH2:16][C:15]([O:21][CH2:22][CH3:23])=[O:20])[CH3:9], predict the reactants needed to synthesize it. The reactants are: Br[C:2]1[CH:7]=[CH:6][CH:5]=[CH:4][C:3]=1[C@H:8]([O:10][CH2:11][C@H:12]1[CH2:14][O:13]1)[CH3:9].[C:15]([O:21][CH2:22][CH3:23])(=[O:20])[CH2:16][CH2:17][CH:18]=[CH2:19]. (10) The reactants are: [OH:1][C:2]1[C:10]2[O:9][CH2:8][O:7][C:6]=2[CH:5]=[CH:4][C:3]=1[C:11](=[O:13])[CH3:12].CI.[C:16](=O)([O-])[O-].[K+].[K+]. Given the product [CH3:16][O:1][C:2]1[C:10]2[O:9][CH2:8][O:7][C:6]=2[CH:5]=[CH:4][C:3]=1[C:11](=[O:13])[CH3:12], predict the reactants needed to synthesize it.